Dataset: Forward reaction prediction with 1.9M reactions from USPTO patents (1976-2016). Task: Predict the product of the given reaction. Given the reactants C([N:20]1[CH:24]=[C:23]([C:25]2[CH:26]=[C:27]([OH:31])[CH:28]=[CH:29][CH:30]=2)[N:22]=[CH:21]1)(C1C=CC=CC=1)(C1C=CC=CC=1)C1C=CC=CC=1.CO.Cl.C(=O)([O-])O.[Na+], predict the reaction product. The product is: [NH:20]1[CH:24]=[C:23]([C:25]2[CH:26]=[C:27]([OH:31])[CH:28]=[CH:29][CH:30]=2)[N:22]=[CH:21]1.